Dataset: NCI-60 drug combinations with 297,098 pairs across 59 cell lines. Task: Regression. Given two drug SMILES strings and cell line genomic features, predict the synergy score measuring deviation from expected non-interaction effect. (1) Drug 1: C1CNP(=O)(OC1)N(CCCl)CCCl. Drug 2: C(CN)CNCCSP(=O)(O)O. Cell line: KM12. Synergy scores: CSS=-18.2, Synergy_ZIP=3.44, Synergy_Bliss=-10.3, Synergy_Loewe=-23.9, Synergy_HSA=-23.7. (2) Drug 1: CN(C)N=NC1=C(NC=N1)C(=O)N. Drug 2: CCC(=C(C1=CC=CC=C1)C2=CC=C(C=C2)OCCN(C)C)C3=CC=CC=C3.C(C(=O)O)C(CC(=O)O)(C(=O)O)O. Cell line: HCT-15. Synergy scores: CSS=3.14, Synergy_ZIP=-1.15, Synergy_Bliss=0.179, Synergy_Loewe=-2.58, Synergy_HSA=-1.83.